This data is from Peptide-MHC class I binding affinity with 185,985 pairs from IEDB/IMGT. The task is: Regression. Given a peptide amino acid sequence and an MHC pseudo amino acid sequence, predict their binding affinity value. This is MHC class I binding data. (1) The peptide sequence is TLQGPPGTGK. The MHC is HLA-A68:01 with pseudo-sequence HLA-A68:01. The binding affinity (normalized) is 0.499. (2) The peptide sequence is FASQEVKMVAW. The MHC is Mamu-A02 with pseudo-sequence Mamu-A02. The binding affinity (normalized) is 0.440. (3) The peptide sequence is IVRQGIRQL. The MHC is HLA-B18:01 with pseudo-sequence HLA-B18:01. The binding affinity (normalized) is 0.0847. (4) The peptide sequence is VPNITISSNA. The binding affinity (normalized) is 0. The MHC is HLA-B35:01 with pseudo-sequence HLA-B35:01. (5) The peptide sequence is WSTIFFTASL. The MHC is H-2-Db with pseudo-sequence H-2-Db. The binding affinity (normalized) is 0.0324. (6) The peptide sequence is IREVLRTEL. The MHC is Mamu-B08 with pseudo-sequence Mamu-B08. The binding affinity (normalized) is 0.899. (7) The peptide sequence is AYISNYNKV. The MHC is Patr-A0701 with pseudo-sequence Patr-A0701. The binding affinity (normalized) is 0.919.